Dataset: Catalyst prediction with 721,799 reactions and 888 catalyst types from USPTO. Task: Predict which catalyst facilitates the given reaction. Reactant: [C:1]([CH2:4][CH2:5][C:6]1[C:10]([CH3:11])=[C:9]([CH:12]=O)[NH:8][C:7]=1[CH3:14])([OH:3])=[O:2].[CH3:15][C:16]1[CH:17]=[C:18]2[C:22](=[CH:23][CH:24]=1)[NH:21][C:20](=[O:25])[CH2:19]2.N1CCCCC1. Product: [CH3:14][C:7]1[NH:8][C:9]([CH:12]=[C:19]2[C:18]3[C:22](=[CH:23][CH:24]=[C:16]([CH3:15])[CH:17]=3)[NH:21][C:20]2=[O:25])=[C:10]([CH3:11])[C:6]=1[CH2:5][CH2:4][C:1]([OH:3])=[O:2]. The catalyst class is: 8.